This data is from Forward reaction prediction with 1.9M reactions from USPTO patents (1976-2016). The task is: Predict the product of the given reaction. (1) The product is: [ClH:1].[Si:2]([O:19][C@H:20]([C:34]1[S:35][CH:36]=[CH:37][N:38]=1)[C@H:21]1[CH2:26][CH2:25][CH2:24][NH2+:23][CH2:22]1)([C:15]([CH3:18])([CH3:17])[CH3:16])([C:9]1[CH:10]=[CH:11][CH:12]=[CH:13][CH:14]=1)[C:3]1[CH:8]=[CH:7][CH:6]=[CH:5][CH:4]=1. Given the reactants [ClH:1].[Si:2]([O:19][C@H:20]([C:34]1[S:35][CH:36]=[CH:37][N:38]=1)[C@H:21]1[CH2:26][CH2:25][CH2:24][N:23](C(OC(C)(C)C)=O)[CH2:22]1)([C:15]([CH3:18])([CH3:17])[CH3:16])([C:9]1[CH:14]=[CH:13][CH:12]=[CH:11][CH:10]=1)[C:3]1[CH:8]=[CH:7][CH:6]=[CH:5][CH:4]=1, predict the reaction product. (2) Given the reactants [Br:1][C:2]1[CH:7]=[CH:6][C:5]([C:8]2[O:12][N:11]=[C:10]([CH3:13])[C:9]=2[CH:14]([OH:17])[C:15]#[CH:16])=[CH:4][CH:3]=1.[N:18]([CH2:21][C:22]1[CH:27]=[CH:26][CH:25]=[CH:24][CH:23]=1)=[N+:19]=[N-:20], predict the reaction product. The product is: [CH2:21]([N:18]1[CH:16]=[C:15]([CH:14]([C:9]2[C:10]([CH3:13])=[N:11][O:12][C:8]=2[C:5]2[CH:4]=[CH:3][C:2]([Br:1])=[CH:7][CH:6]=2)[OH:17])[N:20]=[N:19]1)[C:22]1[CH:27]=[CH:26][CH:25]=[CH:24][CH:23]=1. (3) Given the reactants [I:1][C:2]1[CH:3]=[C:4]2[C:9](=[CH:10][CH:11]=1)[C:8](=[O:12])[NH:7][C:6](=[O:13])/[C:5]/2=[CH:14]\[NH:15][C:16]1[CH:21]=[CH:20][C:19]([N:22]2[CH2:27][CH2:26][NH:25][CH2:24][CH2:23]2)=[CH:18][CH:17]=1.C(O[BH-](OC(=O)C)OC(=O)C)(=O)C.[Na+].[CH3:42][N:43]1[CH2:48][CH2:47][C:46](=O)[CH2:45][CH2:44]1.C(O)(=O)C.C(=O)(O)[O-].[Na+], predict the reaction product. The product is: [I:1][C:2]1[CH:3]=[C:4]2[C:9](=[CH:10][CH:11]=1)[C:8](=[O:12])[NH:7][C:6](=[O:13])/[C:5]/2=[CH:14]\[NH:15][C:16]1[CH:17]=[CH:18][C:19]([N:22]2[CH2:23][CH2:24][N:25]([CH:46]3[CH2:47][CH2:48][N:43]([CH3:42])[CH2:44][CH2:45]3)[CH2:26][CH2:27]2)=[CH:20][CH:21]=1. (4) Given the reactants [Cl:1][C:2]1[CH:7]=[CH:6][C:5]([C:8]2[N:13]=[C:12]([C:14](O)=[O:15])[CH:11]=[CH:10][C:9]=2[O:17][CH2:18][C:19]([F:22])([F:21])[F:20])=[CH:4][CH:3]=1.[CH3:23][CH:24]([C:26]1[O:30][N:29]=[C:28]([CH2:31][NH2:32])[CH:27]=1)[CH3:25], predict the reaction product. The product is: [CH:24]([C:26]1[O:30][N:29]=[C:28]([CH2:31][NH:32][C:14]([C:12]2[CH:11]=[CH:10][C:9]([O:17][CH2:18][C:19]([F:20])([F:22])[F:21])=[C:8]([C:5]3[CH:4]=[CH:3][C:2]([Cl:1])=[CH:7][CH:6]=3)[N:13]=2)=[O:15])[CH:27]=1)([CH3:25])[CH3:23]. (5) Given the reactants [NH2:1][C:2]1[C:11]([F:12])=[C:10]([F:13])[C:9]([O:14][CH3:15])=[C:8]2[C:3]=1[C:4](=[O:25])[C:5]([C:20]([O:22]CC)=[O:21])=[C:6]([CH3:19])[N:7]2[CH:16]1[CH2:18][CH2:17]1.[OH-].[Na+], predict the reaction product. The product is: [NH2:1][C:2]1[C:11]([F:12])=[C:10]([F:13])[C:9]([O:14][CH3:15])=[C:8]2[C:3]=1[C:4](=[O:25])[C:5]([C:20]([OH:22])=[O:21])=[C:6]([CH3:19])[N:7]2[CH:16]1[CH2:17][CH2:18]1. (6) Given the reactants [F:1][C:2]1[CH:3]=[C:4]2[C:9](=[CH:10][CH:11]=1)[N:8]=[C:7]([CH3:12])[CH:6]=[CH:5]2.[Se](=O)=[O:14], predict the reaction product. The product is: [F:1][C:2]1[CH:3]=[C:4]2[C:9](=[CH:10][CH:11]=1)[N:8]=[C:7]([CH:12]=[O:14])[CH:6]=[CH:5]2. (7) Given the reactants [N+:1]([C:4]1[CH:13]=[CH:12][CH:11]=[C:10]2[C:5]=1[CH:6]=[CH:7]O[C:9]2=[O:14])([O-:3])=[O:2].Cl.[CH3:16][S:17]([CH2:20][CH2:21][NH2:22])(=[O:19])=[O:18].CO, predict the reaction product. The product is: [CH3:16][S:17]([CH2:20][CH2:21][N:22]1[CH:7]=[CH:6][C:5]2[C:10](=[CH:11][CH:12]=[CH:13][C:4]=2[N+:1]([O-:3])=[O:2])[C:9]1=[O:14])(=[O:19])=[O:18].